From a dataset of Full USPTO retrosynthesis dataset with 1.9M reactions from patents (1976-2016). Predict the reactants needed to synthesize the given product. (1) The reactants are: CCN(C(C)C)C(C)C.[CH:10]1([C:16](Cl)=[O:17])[CH2:15][CH2:14][CH2:13][CH2:12][CH2:11]1.O1CCCCC1[N:25]1[CH:33]=[C:32]2[C:27]([CH:28]=[C:29]([C:35]3[CH:40]=[CH:39][C:38]([O:41]C4CCCCO4)=[CH:37][CH:36]=3)[CH:30]=[C:31]2[NH2:34])=[N:26]1.[OH-].[Na+]. Given the product [OH:41][C:38]1[CH:37]=[CH:36][C:35]([C:29]2[CH:28]=[C:27]3[C:32]([CH:33]=[N:25][NH:26]3)=[C:31]([NH:34][C:16]([CH:10]3[CH2:15][CH2:14][CH2:13][CH2:12][CH2:11]3)=[O:17])[CH:30]=2)=[CH:40][CH:39]=1, predict the reactants needed to synthesize it. (2) Given the product [CH2:30]([N:21]1[C:22]2[N:23]=[C:24]([Cl:29])[NH:25][C:26]=2[C:27](=[O:28])[N:19]([CH2:18][CH2:17][O:16][C:13]2[CH:12]=[CH:11][C:10]([C:2]3[S:1][CH:5]=[CH:4][CH:3]=3)=[CH:15][CH:14]=2)[C:20]1=[O:34])[CH2:31][CH2:32][CH3:33], predict the reactants needed to synthesize it. The reactants are: [S:1]1[CH:5]=[CH:4][CH:3]=[C:2]1B(O)O.Br[C:10]1[CH:15]=[CH:14][C:13]([O:16][CH2:17][CH2:18][N:19]2[C:27](=[O:28])[C:26]3[NH:25][C:24]([Cl:29])=[N:23][C:22]=3[N:21]([CH2:30][CH2:31][CH2:32][CH3:33])[C:20]2=[O:34])=[CH:12][CH:11]=1.C(=O)([O-])[O-].[Na+].[Na+].Cl. (3) The reactants are: [CH2:1]([C:3]1([CH2:6][CH3:7])[CH2:5][O:4]1)[CH3:2].[CH2:8]([NH2:10])[CH3:9]. Given the product [CH2:8]([NH:10][CH2:5][C:3]([OH:4])([CH2:6][CH3:7])[CH2:1][CH3:2])[CH3:9], predict the reactants needed to synthesize it. (4) Given the product [NH2:10][C:6]1[CH:7]=[CH:8][CH:9]=[C:4]([NH2:1])[C:5]=1[NH:13][CH2:14][C:15]([F:21])([F:22])[C:16]([O:18][CH2:19][CH3:20])=[O:17], predict the reactants needed to synthesize it. The reactants are: [N+:1]([C:4]1[CH:9]=[CH:8][CH:7]=[C:6]([N+:10]([O-])=O)[C:5]=1[NH:13][CH2:14][C:15]([F:22])([F:21])[C:16]([O:18][CH2:19][CH3:20])=[O:17])([O-])=O. (5) Given the product [Cl:20][CH2:21][CH2:22][CH2:23][CH2:24][CH:25]([C:26]1[NH:58][N:57]=[C:16]([NH:15][C:5]2[CH:6]=[CH:7][C:8]([N:9]3[C:13]([CH3:14])=[N:12][CH:11]=[N:10]3)=[C:3]([F:2])[CH:4]=2)[N:17]=1)[C:29]1[CH:34]=[CH:33][C:32]([O:35][CH2:36][C:37]([F:38])([F:39])[F:40])=[CH:31][CH:30]=1, predict the reactants needed to synthesize it. The reactants are: I.[F:2][C:3]1[CH:4]=[C:5]([NH:15][C:16](SC)=[NH:17])[CH:6]=[CH:7][C:8]=1[N:9]1[C:13]([CH3:14])=[N:12][CH:11]=[N:10]1.[Cl:20][CH2:21][CH2:22][CH2:23][CH2:24][CH:25]([C:29]1[CH:34]=[CH:33][C:32]([O:35][CH2:36][C:37]([F:40])([F:39])[F:38])=[CH:31][CH:30]=1)[C:26](O)=O.CN1CCOCC1.C(N(CC)C(C)C)(C)C.[NH2:57][NH2:58]. (6) Given the product [C:33]([O:32][C:30]([N:27]1[CH2:26][CH2:25][CH:24]([N:19]2[CH2:20][CH2:21][CH2:22][CH2:23][C:17]3[CH:16]=[C:15]([NH2:44])[CH:38]=[CH:37][C:18]2=3)[CH2:29][CH2:28]1)=[O:31])([CH3:34])([CH3:35])[CH3:36], predict the reactants needed to synthesize it. The reactants are: P(C(C)(C)C)(C(C)(C)C)C(C)(C)C.Br[C:15]1[CH:38]=[CH:37][C:18]2[N:19]([CH:24]3[CH2:29][CH2:28][N:27]([C:30]([O:32][C:33]([CH3:36])([CH3:35])[CH3:34])=[O:31])[CH2:26][CH2:25]3)[CH2:20][CH2:21][CH2:22][CH2:23][C:17]=2[CH:16]=1.[Li+].C[Si]([N-:44][Si](C)(C)C)(C)C. (7) Given the product [N:12]1([C:2]2[CH:11]=[CH:10][C:9]3[C:4](=[CH:5][CH:6]=[CH:7][CH:8]=3)[N:3]=2)[CH2:17][CH2:16][NH:15][CH2:14][CH2:13]1, predict the reactants needed to synthesize it. The reactants are: Cl[C:2]1[CH:11]=[CH:10][C:9]2[C:4](=[CH:5][CH:6]=[CH:7][CH:8]=2)[N:3]=1.[NH:12]1[CH2:17][CH2:16][NH:15][CH2:14][CH2:13]1.C(=O)([O-])[O-].[K+].[K+]. (8) Given the product [C:34]([O:38][C:39]([N:41]1[CH2:46][CH2:45][CH:44]([CH2:47][N:2]2[CH2:7][CH2:6][CH:5]([CH2:8][NH:9][C:10]([C:12]3[C:20]4[N:19]=[C:18]([C:21]([CH3:24])([CH3:23])[CH3:22])[NH:17][C:16]=4[CH:15]=[CH:14][CH:13]=3)=[O:11])[CH2:4][CH2:3]2)[CH2:43][CH2:42]1)=[O:40])([CH3:37])([CH3:35])[CH3:36], predict the reactants needed to synthesize it. The reactants are: Cl.[NH:2]1[CH2:7][CH2:6][CH:5]([CH2:8][NH:9][C:10]([C:12]2[C:20]3[N:19]=[C:18]([C:21]([CH3:24])([CH3:23])[CH3:22])[NH:17][C:16]=3[CH:15]=[CH:14][CH:13]=2)=[O:11])[CH2:4][CH2:3]1.C(N(CC)C(C)C)(C)C.[C:34]([O:38][C:39]([N:41]1[CH2:46][CH2:45][CH:44]([CH:47]=O)[CH2:43][CH2:42]1)=[O:40])([CH3:37])([CH3:36])[CH3:35].C(O[BH-](OC(=O)C)OC(=O)C)(=O)C.[Na+].